This data is from Full USPTO retrosynthesis dataset with 1.9M reactions from patents (1976-2016). The task is: Predict the reactants needed to synthesize the given product. (1) Given the product [NH2:44][C:39]1([CH2:38][O:37][C:36]2[CH:52]=[CH:53][C:33]([CH2:31][CH2:2][CH2:1][NH:3][C:4]3[CH:9]=[C:8]([O:10][CH3:11])[C:7]([O:12][CH3:13])=[CH:6][C:5]=3[C@@H:14]3[CH2:23][CH2:22][C:21]4[CH:20]=[C:19]([OH:24])[CH:18]=[CH:17][C:16]=4[CH2:15]3)=[CH:34][CH:35]=2)[CH2:43][CH2:42][CH2:41][CH2:40]1, predict the reactants needed to synthesize it. The reactants are: [CH2:1]([NH:3][C:4]1[CH:9]=[C:8]([O:10][CH3:11])[C:7]([O:12][CH3:13])=[CH:6][C:5]=1[C@@H:14]1[CH2:23][CH2:22][C:21]2[CH:20]=[C:19]([O:24]C(=O)C(C)(C)C)[CH:18]=[CH:17][C:16]=2[CH2:15]1)[CH3:2].[CH:31]([C:33]1[CH:53]=[CH:52][C:36]([O:37][CH2:38][C:39]2([NH:44]C(=O)OC(C)(C)C)[CH2:43][CH2:42][CH2:41][CH2:40]2)=[CH:35][CH:34]=1)=O. (2) Given the product [CH3:12][N:9]1[C:10]2[C:5](=[CH:4][C:3]([C:14]#[N:15])=[C:2]([C:20]3[CH:19]=[N:18][N:17]([CH3:16])[CH:21]=3)[CH:11]=2)[NH:6][CH2:7][CH:8]1[CH3:13], predict the reactants needed to synthesize it. The reactants are: Br[C:2]1[CH:11]=[C:10]2[C:5]([NH:6][CH2:7][CH:8]([CH3:13])[N:9]2[CH3:12])=[CH:4][C:3]=1[C:14]#[N:15].[CH3:16][N:17]1[CH:21]=[C:20](B2OC(C)(C)C(C)(C)O2)[CH:19]=[N:18]1.C(=O)([O-])[O-].[Na+].[Na+].C1(P(C2CCCCC2)C2C=CC=CC=2C2C(C(C)C)=CC(C(C)C)=CC=2C(C)C)CCCCC1. (3) The reactants are: C([O:8][C:9](=O)[NH:10][C@@H:11]([CH3:28])[CH:12]([C:14]1[CH:19]=[C:18]([C:20]([F:23])([F:22])[F:21])[CH:17]=[C:16]([C:24]([F:27])([F:26])[F:25])[CH:15]=1)[OH:13])C1C=CC=CC=1.[OH-].[K+].C1COCC1.CO. Given the product [F:26][C:24]([F:25])([F:27])[C:16]1[CH:15]=[C:14]([C@H:12]2[O:13][C:9](=[O:8])[NH:10][C@H:11]2[CH3:28])[CH:19]=[C:18]([C:20]([F:22])([F:23])[F:21])[CH:17]=1, predict the reactants needed to synthesize it. (4) The reactants are: [N+:1]([C:4]1[CH:5]=[N:6][NH:7][CH:8]=1)([O-:3])=[O:2].[C:9]([NH:16][CH2:17][CH2:18]Br)([O:11][C:12]([CH3:15])([CH3:14])[CH3:13])=[O:10].C([O-])([O-])=O.[Cs+].[Cs+].CC#N. Given the product [N+:1]([C:4]1[CH:5]=[N:6][N:7]([CH2:18][CH2:17][NH:16][C:9](=[O:10])[O:11][C:12]([CH3:15])([CH3:14])[CH3:13])[CH:8]=1)([O-:3])=[O:2], predict the reactants needed to synthesize it. (5) Given the product [CH:19]([N:18]1[C:14]([C:12]2[N:13]=[C:6]3[C:5]4[CH:22]=[CH:23][C:2]([NH:25][C:24](=[O:31])[O:26][C:27]([CH3:30])([CH3:29])[CH3:28])=[CH:3][C:4]=4[O:10][CH2:9][CH2:8][N:7]3[CH:11]=2)=[N:15][CH:16]=[N:17]1)([CH3:21])[CH3:20], predict the reactants needed to synthesize it. The reactants are: Br[C:2]1[CH:23]=[CH:22][C:5]2[C:6]3[N:7]([CH:11]=[C:12]([C:14]4[N:18]([CH:19]([CH3:21])[CH3:20])[N:17]=[CH:16][N:15]=4)[N:13]=3)[CH2:8][CH2:9][O:10][C:4]=2[CH:3]=1.[C:24](=[O:31])([O:26][C:27]([CH3:30])([CH3:29])[CH3:28])[NH2:25].C(=O)([O-])[O-].[Cs+].[Cs+].C1(P(C2C=CC=CC=2)C2C3OC4C(=CC=CC=4P(C4C=CC=CC=4)C4C=CC=CC=4)C(C)(C)C=3C=CC=2)C=CC=CC=1. (6) Given the product [F:33][C:2]1([F:1])[O:6][C:5]2[CH:7]=[CH:8][C:9]([N:11]([CH2:31][CH3:32])[C:12](=[O:30])[CH2:13][N:14]3[C:23](=[O:24])[C:22]4[C:17](=[CH:18][CH:19]=[CH:20][CH:21]=4)[C:16]([C:25]([OH:27])=[O:26])=[N:15]3)=[CH:10][C:4]=2[O:3]1, predict the reactants needed to synthesize it. The reactants are: [F:1][C:2]1([F:33])[O:6][C:5]2[CH:7]=[CH:8][C:9]([N:11]([CH2:31][CH3:32])[C:12](=[O:30])[CH2:13][N:14]3[C:23](=[O:24])[C:22]4[C:17](=[CH:18][CH:19]=[CH:20][CH:21]=4)[C:16]([C:25]([O:27]CC)=[O:26])=[N:15]3)=[CH:10][C:4]=2[O:3]1.[OH-].[Na+].Cl. (7) Given the product [O:41]=[S:2]1(=[O:1])[CH2:7][CH2:6][N:5]([CH2:8][CH2:9][NH:10][C@:11]23[CH2:37][CH2:36][C@@H:35]([C:38]([CH3:40])=[CH2:39])[C@@H:12]2[C@@H:13]2[C@@:26]([CH3:29])([CH2:27][CH2:28]3)[C@@:25]3([CH3:30])[CH:16]([C@:17]4([CH3:34])[C@@H:22]([CH2:23][CH2:24]3)[C:21]([CH3:32])([CH3:31])[C@@H:20]([O:33][C:44](=[O:49])[C:43]([CH3:50])([CH3:42])[CH2:47][C:46]([OH:48])=[O:45])[CH2:19][CH2:18]4)[CH2:15][CH2:14]2)[CH2:4][CH2:3]1, predict the reactants needed to synthesize it. The reactants are: [O:1]=[S:2]1(=[O:41])[CH2:7][CH2:6][N:5]([CH2:8][CH2:9][NH:10][C@:11]23[CH2:37][CH2:36][C@@H:35]([C:38]([CH3:40])=[CH2:39])[C@@H:12]2[C@@H:13]2[C@@:26]([CH3:29])([CH2:27][CH2:28]3)[C@@:25]3([CH3:30])[C@@H:16]([C@:17]4([CH3:34])[C@@H:22]([CH2:23][CH2:24]3)[C:21]([CH3:32])([CH3:31])[C@@H:20]([OH:33])[CH2:19][CH2:18]4)[CH2:15][CH2:14]2)[CH2:4][CH2:3]1.[CH3:42][C:43]1([CH3:50])[CH2:47][C:46](=[O:48])[O:45][C:44]1=[O:49]. (8) Given the product [CH:26]1[CH:27]=[C:22]([N+:19]([O-:21])=[O:20])[CH:23]=[C:24]([NH:28][C:29]([NH:18][C:10]2[CH:11]=[CH:12][C:13]([S:14]([NH2:17])(=[O:15])=[O:16])=[CH:8][CH:9]=2)=[O:30])[CH:25]=1, predict the reactants needed to synthesize it. The reactants are: NC1C=CC([C:8]2[C:13]([S:14]([NH2:17])(=[O:16])=[O:15])=[CH:12][CH:11]=[C:10]([NH2:18])[CH:9]=2)=CC=1.[N+:19]([C:22]1[CH:23]=[C:24]([N:28]=[C:29]=[O:30])[CH:25]=[CH:26][CH:27]=1)([O-:21])=[O:20].[K+].[Br-].NC(N)=O. (9) Given the product [Cl:39][C:24]1[CH:25]=[C:26]([CH:37]=[CH:38][C:23]=1[NH:22][C:2]1[N:3]=[CH:4][C:5]2[N:11]([CH3:12])[C:10](=[O:13])[C:9]([F:15])([F:14])[CH2:8][N:7]([CH:16]3[CH2:20][CH2:19][CH2:18][CH2:17]3)[C:6]=2[N:21]=1)[C:27]([NH:29][CH:30]1[CH2:31][CH2:32][N:33]([CH3:36])[CH2:34][CH2:35]1)=[O:28], predict the reactants needed to synthesize it. The reactants are: Cl[C:2]1[N:3]=[CH:4][C:5]2[N:11]([CH3:12])[C:10](=[O:13])[C:9]([F:15])([F:14])[CH2:8][N:7]([CH:16]3[CH2:20][CH2:19][CH2:18][CH2:17]3)[C:6]=2[N:21]=1.[NH2:22][C:23]1[CH:38]=[CH:37][C:26]([C:27]([NH:29][CH:30]2[CH2:35][CH2:34][N:33]([CH3:36])[CH2:32][CH2:31]2)=[O:28])=[CH:25][C:24]=1[Cl:39]. (10) Given the product [CH2:1]([N:8]([CH2:9][C:10]1[CH:15]=[C:14]([C:16]([F:19])([F:17])[F:18])[CH:13]=[CH:12][C:11]=1[Br:20])[C:24]([CH:21]1[CH2:23][CH2:22]1)=[O:25])[C:2]1[CH:3]=[CH:4][CH:5]=[CH:6][CH:7]=1, predict the reactants needed to synthesize it. The reactants are: [CH2:1]([NH:8][CH2:9][C:10]1[CH:15]=[C:14]([C:16]([F:19])([F:18])[F:17])[CH:13]=[CH:12][C:11]=1[Br:20])[C:2]1[CH:7]=[CH:6][CH:5]=[CH:4][CH:3]=1.[CH:21]1([C:24](Cl)=[O:25])[CH2:23][CH2:22]1.